Dataset: Reaction yield outcomes from USPTO patents with 853,638 reactions. Task: Predict the reaction yield, written as a fraction of the theoretical maximum amount of product (1.0 means a 100% yield; for example, 0.34 means a 34% yield). (1) The reactants are Br[C:2]1[N:7]=[C:6]2[N:8]([CH2:13][CH2:14][CH:15]3[CH2:20][CH2:19][O:18][CH2:17][CH2:16]3)[C:9](=[O:12])[CH2:10][NH:11][C:5]2=[N:4][CH:3]=1.Br[C:22]1[N:23]=[C:24]([NH:35][CH2:36][CH2:37][CH:38]2[CH2:43][CH2:42]OCC2)C(NCC(OCC)=O)=NC=1.Cl. The catalyst is C(O)C. The product is [NH:35]1[C:24]2=[N:23][CH:22]=[C:42]([C:2]3[N:7]=[C:6]4[N:8]([CH2:13][CH2:14][CH:15]5[CH2:20][CH2:19][O:18][CH2:17][CH2:16]5)[C:9](=[O:12])[CH2:10][NH:11][C:5]4=[N:4][CH:3]=3)[CH:43]=[C:38]2[CH:37]=[CH:36]1. The yield is 1.00. (2) The reactants are [NH2:1][C:2]1[CH:3]=[C:4](B(O)O)[CH:5]=[CH:6][CH:7]=1.Br[C:12]1[CH:13]=[CH:14][C:15]([F:21])=[C:16]([N+:18]([O-:20])=[O:19])[CH:17]=1.C(=O)(O)[O-].[Na+]. The catalyst is C1(C)C=CC=CC=1.C1C=CC([P]([Pd]([P](C2C=CC=CC=2)(C2C=CC=CC=2)C2C=CC=CC=2)([P](C2C=CC=CC=2)(C2C=CC=CC=2)C2C=CC=CC=2)[P](C2C=CC=CC=2)(C2C=CC=CC=2)C2C=CC=CC=2)(C2C=CC=CC=2)C2C=CC=CC=2)=CC=1. The product is [F:21][C:15]1[CH:14]=[CH:13][C:12]([C:4]2[CH:5]=[CH:6][CH:7]=[C:2]([NH2:1])[CH:3]=2)=[CH:17][C:16]=1[N+:18]([O-:20])=[O:19]. The yield is 0.920. (3) The reactants are [C:1]1(C2C=CC=CC=2)[CH:6]=[CH:5][C:4]([CH2:7][N:8]([CH2:16][CH2:17][CH2:18][N:19]([CH2:29][C:30]2[CH:35]=[CH:34][C:33](C3C=CC=CC=3)=[CH:32][CH:31]=2)[C:20]([O:22][CH2:23][C:24]2[S:28][CH:27]=[N:26][CH:25]=2)=[O:21])C(=O)OC(C)(C)C)=[CH:3][CH:2]=1.[N:48]1[CH:53]=[CH:52][CH:51]=[CH:50][C:49]=1[C:54]1[CH:61]=[CH:60][C:57]([CH:58]=O)=[CH:56][CH:55]=1.CC(O)=O. No catalyst specified. The product is [CH2:29]([N:19]([CH2:18][CH2:17][CH2:16][N:8]([CH2:7][C:4]1[CH:3]=[CH:2][CH:1]=[CH:6][CH:5]=1)[CH2:58][C:57]1[CH:60]=[CH:61][C:54]([C:49]2[CH:50]=[CH:51][CH:52]=[CH:53][N:48]=2)=[CH:55][CH:56]=1)[C:20](=[O:21])[O:22][CH2:23][C:24]1[S:28][CH:27]=[N:26][CH:25]=1)[C:30]1[CH:35]=[CH:34][CH:33]=[CH:32][CH:31]=1. The yield is 0.840.